Dataset: Drug-target binding data from BindingDB using IC50 measurements. Task: Regression. Given a target protein amino acid sequence and a drug SMILES string, predict the binding affinity score between them. We predict pIC50 (pIC50 = -log10(IC50 in M); higher means more potent). Dataset: bindingdb_ic50. (1) The drug is C[C@@H]1N[C@H](CC(=O)NCc2ccccc2)[C@@H](O)[C@H](O)[C@@H]1O. The target protein (P17164) has sequence MWDLKSEWWAVGFGLLLLLAASAQAGGLAPHHYTPDWPSLDSRPLPRWFDEAKFGLFVHWGVYSVPAWGSEWFWWHWQGEQSSAYVRFMKENYPPGFSYADFAPQFTARFFHPEEWADLFQAAGAKYVVLTAKHHEGFTNWPSAVSWNWNSKDVGPHRDLVGELGAAVRKRNIRYGLYHSLFEWFHPLYLLDKKNGLKTQHFVSTKTMPELYDLVNRYKPDLIWSDGEWECPDSYWNSTEFLAWLYNESPVKDQVVVNDRWGQNCSCRHGGYYNCEDKYRPHSLPDHKWEMCTSVDKASWGYRRDMSMSTIVDENEIIEELVQTISLGGNYLLNIGPNKDGVIVPIFQERLLAVGKWLQINGEAIYASKPWRVQSERNKTVVWYTTKDSAVYATFLHWPEDGVVNLQSPKMTSATKITMLGMEGELHWTQDPLEGVLITLPQLPPGTFPVESAWTLKLTKVN. The pIC50 is 5.9. (2) The small molecule is CCc1c(C(=O)C(N)=O)c2c(OCC(=O)NS(=O)(=O)c3ccccc3)cc3ccccc3c2n1Cc1ccccc1. The target protein (Q9QZT4) has sequence MKKFFAIAVLAGSVVTTAHSSLLNLKSMVEAITHRNSILSFVGYGCYCGLGGRGHPMDEVDWCCHAHDCCYEKLFEQGCRPYVDHYDHRIENGTMIVCTELNETECDKQTCECDKSLTLCLKDHPYRNKYRGYFNVYCQGPTPNCSIYDPYPEEVTCGHGLPATPVST. The pIC50 is 5.8. (3) The compound is CCCC[C@H](NC(C)=O)C(=O)NCC(=O)N[C@@H](CCCCN)C(=O)N[C@H](Cc1ccccc1)C(=O)N[C@@H](CCCNC(=N)N)C(=O)N(CCc1c[nH]c2ccccc12)CC(=O)NCC(N)=O. The target protein (P41149) has sequence MNSSSTLTVLNLTLNASEDGILGSNVKNKSLACEEMGIAVEVFLTLGLVSLLENILVIGAIVKNKNLHSPMYFFVGSLAVADMLVSMSNAWETVTIYLLNNKHLVIADTFVRHIDNVFDSMICISVVASMCSLLAIAVDRYITIFYALRYHHIMTARRSGVIIACIWTFCISCGIVFIIYYESKYVIICLISMFFTMLFFMVSLYIHMFLLARNHVKRIAASPRYNSVRQRTSMKGAITLTMLLGIFIVCWSPFFLHLILMISCPQNVYCSCFMSYFNMYLILIMCNSVIDPLIYALRSQEMRRTFKEIVCCHGFRRPCRLLGGY. The pIC50 is 5.0. (4) The drug is COc1ccc(CNc2nc(N(CCO)CCO)nc3c(NCc4ccc(OC)cc4)nc(N(CCO)CCO)nc23)cc1. The target protein (Q86TP1) has sequence MEDYLQGCRAALQESRPLHVVLGNEACDLDSTVSALALAFYLAKTTEAEEVFVPVLNIKRSELPLRGDIVFFLQKVHIPESILIFRDEIDLHALYQAGQLTLILVDHHILSKSDTALEEAVAEVLDHRPIEPKHCPPCHVSVELVGSCATLVTERILQGAPEILDRQTAALLHGTIILDCVNMDLKIGKATPKDSKYVEKLEALFPDLPKRNDIFDSLQKAKFDVSGLTTEQMLRKDQKTIYRQGVKVAISAIYMDLEAFLQRSNLLADLHAFCQAHSYDVLVAMTIFFNTHNEPVRQLAIFCPHVALQTTICEVLERSHSPPLKLTPASSTHPNLHAYLQGNTQVSRKKLLPLLQEALSAYFDSMKIPSGQPETADVSREQVDKELDRASNSLISGLSQDEEDPPLPPTPMNSLVDECPLDQGLPKLSAEAVFEKCSQISLSQSTTASLSKK. The pIC50 is 6.7.